From a dataset of Catalyst prediction with 721,799 reactions and 888 catalyst types from USPTO. Predict which catalyst facilitates the given reaction. (1) Reactant: C(N(CC)C(C)C)(C)C.Cl[C:11]([CH:13]1[CH2:16][N:15]([C:17]([O:19][CH2:20][C:21]2[CH:26]=[CH:25][CH:24]=[CH:23][CH:22]=2)=[O:18])[CH2:14]1)=[O:12].Cl.[NH2:28][CH2:29][C:30]1[C:35]([Cl:36])=[N:34][CH:33]=[CH:32][N:31]=1. Product: [Cl:36][C:35]1[C:30]([CH2:29][NH:28][C:11]([CH:13]2[CH2:16][N:15]([C:17]([O:19][CH2:20][C:21]3[CH:26]=[CH:25][CH:24]=[CH:23][CH:22]=3)=[O:18])[CH2:14]2)=[O:12])=[N:31][CH:32]=[CH:33][N:34]=1. The catalyst class is: 4. (2) Reactant: Cl[C:2]1[CH:7]=[CH:6][C:5]([N+:8]([O-])=O)=[CH:4][N:3]=1.[NH:11]1[CH2:16][CH2:15][CH2:14][CH:13]([NH:17][C:18](=[O:24])[O:19][C:20]([CH3:23])([CH3:22])[CH3:21])[CH2:12]1.C(N(CC)CC)C. Product: [NH2:8][C:5]1[CH:6]=[CH:7][C:2]([N:11]2[CH2:16][CH2:15][CH2:14][CH:13]([NH:17][C:18](=[O:24])[O:19][C:20]([CH3:22])([CH3:21])[CH3:23])[CH2:12]2)=[N:3][CH:4]=1. The catalyst class is: 1. (3) Reactant: [F:1][C@H:2]1[C@@H:7]([O:8][C:9]2[CH:16]=[CH:15][C:14]([C:17]3[N:22]=[C:21]([NH:23][C:24]4[CH:29]=[CH:28][C:27]([N:30]5[CH2:35][CH2:34][CH:33]([N:36]6[CH2:41][CH2:40][O:39][CH2:38][CH2:37]6)[CH2:32][CH2:31]5)=[C:26]([O:42][CH3:43])[CH:25]=4)[N:20]=[CH:19][N:18]=3)=[CH:13][C:10]=2[C:11]#[N:12])[CH2:6][CH2:5][NH:4][CH2:3]1.C(N(CC)C(C)C)(C)C.CN(C(ON1N=NC2C=CC=NC1=2)=[N+](C)C)C.F[P-](F)(F)(F)(F)F.[C:77]([CH2:79][C:80](O)=[O:81])#[N:78]. Product: [C:77]([CH2:79][C:80]([N:4]1[CH2:5][CH2:6][C@H:7]([O:8][C:9]2[CH:16]=[CH:15][C:14]([C:17]3[N:22]=[C:21]([NH:23][C:24]4[CH:29]=[CH:28][C:27]([N:30]5[CH2:35][CH2:34][CH:33]([N:36]6[CH2:41][CH2:40][O:39][CH2:38][CH2:37]6)[CH2:32][CH2:31]5)=[C:26]([O:42][CH3:43])[CH:25]=4)[N:20]=[CH:19][N:18]=3)=[CH:13][C:10]=2[C:11]#[N:12])[C@H:2]([F:1])[CH2:3]1)=[O:81])#[N:78]. The catalyst class is: 9.